This data is from Reaction yield outcomes from USPTO patents with 853,638 reactions. The task is: Predict the reaction yield, written as a fraction of the theoretical maximum amount of product (1.0 means a 100% yield; for example, 0.34 means a 34% yield). (1) The reactants are [Br:1][C:2]1[CH:7]=[CH:6][C:5]([CH2:8]Br)=[C:4]([Cl:10])[CH:3]=1.[C-:11]#[N:12].[K+]. The catalyst is ClC(Cl)C.O.[Cl-].C([N+](CCCC)(CCCC)CCCC)CCC. The product is [Br:1][C:2]1[CH:7]=[CH:6][C:5]([CH2:8][C:11]#[N:12])=[C:4]([Cl:10])[CH:3]=1. The yield is 0.900. (2) The reactants are [CH3:1][N:2]([CH:10]1[CH2:15][CH2:14][CH2:13][CH2:12][O:11]1)[C:3]1[S:4][C:5]([CH2:8][OH:9])=[CH:6][N:7]=1. The catalyst is C(Cl)(Cl)Cl.O=[Mn]=O. The product is [CH3:1][N:2]([CH:10]1[CH2:15][CH2:14][CH2:13][CH2:12][O:11]1)[C:3]1[S:4][C:5]([CH:8]=[O:9])=[CH:6][N:7]=1. The yield is 0.960. (3) The reactants are [CH2:1]([O:8][C:9]([NH:11][C:12]([C:14]1[CH:38]=[CH:37][C:17]([O:18][CH:19]([C:24]2[CH:29]=[CH:28][C:27]([O:30][CH:31]([CH3:33])[CH3:32])=[C:26]([O:34][CH2:35][CH3:36])[CH:25]=2)[C:20]([O:22]C)=[O:21])=[CH:16][CH:15]=1)=[NH:13])=[O:10])[C:2]1[CH:7]=[CH:6][CH:5]=[CH:4][CH:3]=1.[Li+].[OH-].Cl. The catalyst is C1COCC1.CO. The product is [CH2:1]([O:8][C:9]([NH:11][C:12]([C:14]1[CH:38]=[CH:37][C:17]([O:18][CH:19]([C:24]2[CH:29]=[CH:28][C:27]([O:30][CH:31]([CH3:32])[CH3:33])=[C:26]([O:34][CH2:35][CH3:36])[CH:25]=2)[C:20]([OH:22])=[O:21])=[CH:16][CH:15]=1)=[NH:13])=[O:10])[C:2]1[CH:7]=[CH:6][CH:5]=[CH:4][CH:3]=1. The yield is 0.900. (4) The reactants are [F:1][C:2]1[CH:3]=[CH:4][CH:5]=[C:6]2[C:10]=1[N:9]([CH2:11][CH:12]1[CH2:17][CH2:16][NH:15][CH2:14][CH2:13]1)[C:8](=[O:18])[C:7]12[C:22]2=[CH:23][C:24]3[O:28][CH2:27][O:26][C:25]=3[CH:29]=[C:21]2[O:20][CH2:19]1.C(N(CC)CC)C.[CH3:37][C:38]([CH3:40])=O.C(O[BH-](OC(=O)C)OC(=O)C)(=O)C.[Na+]. The catalyst is ClCCl. The product is [F:1][C:2]1[CH:3]=[CH:4][CH:5]=[C:6]2[C:10]=1[N:9]([CH2:11][CH:12]1[CH2:17][CH2:16][N:15]([CH:38]([CH3:40])[CH3:37])[CH2:14][CH2:13]1)[C:8](=[O:18])[C:7]12[C:22]2=[CH:23][C:24]3[O:28][CH2:27][O:26][C:25]=3[CH:29]=[C:21]2[O:20][CH2:19]1. The yield is 0.690. (5) The reactants are [C:1]([O:4][CH2:5][C@@H:6]1[C@@H:13]2[C@@H:9]([O:10][C:11]([CH3:15])([CH3:14])[O:12]2)[C@H:8]([N:16]2[CH:24]=[N:23][C:22]3[C:17]2=[N:18][CH:19]=[N:20][C:21]=3Cl)[CH2:7]1)(=[O:3])[CH3:2].[Br-].[CH2:27]([Zn+])[CH:28]([CH3:30])[CH3:29]. The catalyst is C1COCC1.C1C=CC([P]([Pd]([P](C2C=CC=CC=2)(C2C=CC=CC=2)C2C=CC=CC=2)([P](C2C=CC=CC=2)(C2C=CC=CC=2)C2C=CC=CC=2)[P](C2C=CC=CC=2)(C2C=CC=CC=2)C2C=CC=CC=2)(C2C=CC=CC=2)C2C=CC=CC=2)=CC=1. The product is [C:1]([O:4][CH2:5][C@@H:6]1[C@@H:13]2[C@@H:9]([O:10][C:11]([CH3:15])([CH3:14])[O:12]2)[C@H:8]([N:16]2[CH:24]=[N:23][C:22]3[C:17]2=[N:18][CH:19]=[N:20][C:21]=3[CH2:27][CH:28]([CH3:30])[CH3:29])[CH2:7]1)(=[O:3])[CH3:2]. The yield is 0.450. (6) The reactants are [C:1]([O:5][C:6](=[O:25])[N:7]([CH2:9][C:10]1[CH:14]=[C:13](Br)[N:12]([S:16]([C:19]2[CH:20]=[N:21][CH:22]=[CH:23][CH:24]=2)(=[O:18])=[O:17])[CH:11]=1)[CH3:8])([CH3:4])([CH3:3])[CH3:2].[CH3:26][C:27]1[C:28](B(O)O)=[CH:29][S:30][CH:31]=1.C(=O)([O-])[O-].[Na+].[Na+]. The catalyst is COCCOC.O.C1C=CC([P]([Pd]([P](C2C=CC=CC=2)(C2C=CC=CC=2)C2C=CC=CC=2)([P](C2C=CC=CC=2)(C2C=CC=CC=2)C2C=CC=CC=2)[P](C2C=CC=CC=2)(C2C=CC=CC=2)C2C=CC=CC=2)(C2C=CC=CC=2)C2C=CC=CC=2)=CC=1. The product is [CH3:8][N:7]([CH2:9][C:10]1[CH:14]=[C:13]([C:28]2[C:27]([CH3:26])=[CH:31][S:30][CH:29]=2)[N:12]([S:16]([C:19]2[CH:20]=[N:21][CH:22]=[CH:23][CH:24]=2)(=[O:18])=[O:17])[CH:11]=1)[C:6](=[O:25])[O:5][C:1]([CH3:4])([CH3:3])[CH3:2]. The yield is 0.640.